From a dataset of Reaction yield outcomes from USPTO patents with 853,638 reactions. Predict the reaction yield, written as a fraction of the theoretical maximum amount of product (1.0 means a 100% yield; for example, 0.34 means a 34% yield). (1) The reactants are [Cl:1][CH2:2][CH2:3][N:4]([C:8]([O:10]C1C=CC([N+]([O-])=O)=CC=1)=O)[CH2:5][CH2:6][Cl:7].C([N:22](CC)CC)C.NCC[C:30]1[CH:35]=[CH:34][C:33]([OH:36])=[CH:32][CH:31]=1. The catalyst is CN(C)C=O. The product is [Cl:1][CH2:2][CH2:3][N:4]([C:8]([NH:22][C:30]1[CH:31]=[CH:32][C:33]([OH:36])=[CH:34][CH:35]=1)=[O:10])[CH2:5][CH2:6][Cl:7]. The yield is 0.670. (2) The reactants are [N+:1]([C:4]1[CH:9]=[CH:8][C:7]([C:10]2[CH:15]=[CH:14][C:13]([C:16]([F:19])([F:18])[F:17])=[CH:12][CH:11]=2)=[CH:6][C:5]=1[O:20][CH2:21][CH2:22][C:23]([OH:25])=[O:24])([O-])=O.[H][H]. The catalyst is C(OCC)(=O)C.[Pd]. The product is [NH2:1][C:4]1[CH:9]=[CH:8][C:7]([C:10]2[CH:15]=[CH:14][C:13]([C:16]([F:18])([F:19])[F:17])=[CH:12][CH:11]=2)=[CH:6][C:5]=1[O:20][CH2:21][CH2:22][C:23]([OH:25])=[O:24]. The yield is 0.900.